From a dataset of Catalyst prediction with 721,799 reactions and 888 catalyst types from USPTO. Predict which catalyst facilitates the given reaction. (1) Reactant: [N:1]1([C:6]2[CH:7]=[C:8]([C:12]3[O:13][C:14]4[CH:23]=[CH:22][C:21]([NH:24][C:25](=[O:27])[CH3:26])=[CH:20][C:15]=4[C:16](=[O:19])[C:17]=3[OH:18])[CH:9]=[CH:10][CH:11]=2)[CH:5]=[CH:4][N:3]=[CH:2]1. Product: [N:1]1([C:6]2[CH:7]=[C:8]([C:12]3[O:13][C:14]4[CH:23]=[CH:22][C:21]([NH:24][C:25](=[O:27])[CH3:26])=[CH:20][C:15]=4[C:16](=[O:19])[C:17]=3[O:18][CH2:12][C:8]3[CH:9]=[CH:10][CH:11]=[CH:6][CH:7]=3)[CH:9]=[CH:10][CH:11]=2)[CH:5]=[CH:4][N:3]=[CH:2]1. The catalyst class is: 147. (2) Reactant: [CH3:1][C:2]1[CH:3]=[C:4]2[C:8](=[CH:9][CH:10]=1)[NH:7][C:6]([C:11]#[N:12])=[CH:5]2.[C:13](O[C:13]([O:15][C:16]([CH3:19])([CH3:18])[CH3:17])=[O:14])([O:15][C:16]([CH3:19])([CH3:18])[CH3:17])=[O:14]. Product: [C:11]([C:6]1[N:7]([C:13]([O:15][C:16]([CH3:19])([CH3:18])[CH3:17])=[O:14])[C:8]2[C:4]([CH:5]=1)=[CH:3][C:2]([CH3:1])=[CH:10][CH:9]=2)#[N:12]. The catalyst class is: 616. (3) Reactant: [C:1]12[C:7](=[CH:8][CH:9]=[CH:10][CH:11]=1)[NH:6][C:5](=[O:12])[O:4][C:2]2=[O:3].C1(P(C2C=CC=CC=2)C2C=CC=CC=2)C=CC=CC=1.[CH3:32][CH:33]([CH2:37][CH3:38])[CH2:34][CH2:35]O.N(C(OC(C)C)=O)=NC(OC(C)C)=O. Product: [CH3:32][CH:33]([CH2:37][CH3:38])[CH2:34][CH2:35][N:6]1[C:7]2[CH:8]=[CH:9][CH:10]=[CH:11][C:1]=2[C:2](=[O:3])[O:4][C:5]1=[O:12]. The catalyst class is: 2. (4) Reactant: [NH2:1][CH2:2][CH2:3][N:4]([C:16]1[CH:21]=[CH:20][N:19]=[C:18]([NH:22][CH:23]([CH3:25])[CH3:24])[N:17]=1)[C:5]([C:7]1[CH:8]=[CH:9][C:10]2[O:14][CH2:13][CH2:12][C:11]=2[CH:15]=1)=[O:6].[NH2:26][C:27]([NH2:29])=S.C(N(CC)CC)C.CC1C=CC(S([O-])(=O)=O)=CC=1.C[N+]1C(F)=CC=CC=1. Product: [NH:1]([CH2:2][CH2:3][N:4]([C:16]1[CH:21]=[CH:20][N:19]=[C:18]([NH:22][CH:23]([CH3:25])[CH3:24])[N:17]=1)[C:5]([C:7]1[CH:8]=[CH:9][C:10]2[O:14][CH2:13][CH2:12][C:11]=2[CH:15]=1)=[O:6])[C:27]([NH2:29])=[NH:26]. The catalyst class is: 248. (5) Reactant: [BH4-].[Li+].C[O:4][C:5](=O)[C:6]1[CH:11]=[C:10]([N+:12]([O-:14])=[O:13])[CH:9]=[C:8]([F:15])[CH:7]=1.C(OCC)C.Cl. Product: [F:15][C:8]1[CH:7]=[C:6]([CH:11]=[C:10]([N+:12]([O-:14])=[O:13])[CH:9]=1)[CH2:5][OH:4]. The catalyst class is: 6. (6) Reactant: CC(C)N=C=N[CH:6]([CH3:8])[CH3:7].C([O:14][CH2:15][C@@H:16]([C:35]([OH:37])=[O:36])[NH:17][C:18]([O:20][CH2:21][C:22]1[C:34]2[CH2:33][C:32]3[C:27](=[CH:28][CH:29]=[CH:30][CH:31]=3)[C:26]=2[CH:25]=[CH:24][CH:23]=1)=[O:19])(C)(C)C.[C:38]([CH2:41][CH2:42][C:43]([O:45][CH2:46][C@H:47]1[O:54][C@H:51]([O:52][CH3:53])[C@H:50]([O:55][CH2:56][CH2:57][CH2:58][CH2:59][CH2:60][CH2:61][CH2:62][CH2:63][CH2:64][CH2:65][CH2:66][CH2:67][CH2:68][CH3:69])[C@@H:49]([O:70][CH2:71][CH2:72][CH2:73][CH2:74][CH2:75][CH2:76][CH2:77][CH2:78][CH2:79][CH2:80][CH2:81][CH2:82][CH2:83][CH3:84])[C@@H:48]1[O:85]CC1C=CC(OC)=CC=1)=[O:44])(O)=[O:39].[CH2:95](Cl)Cl. Product: [CH:33]1[C:34]2[CH:22]([CH2:21][O:20][C:18]([NH:17][C@H:16]([C:35]([O:37][C:6]([CH3:7])([CH3:8])[CH3:95])=[O:36])[CH2:15][O:14][C:38](=[O:39])[CH2:41][CH2:42][C:43]([O:45][CH2:46][C@H:47]3[O:54][C@H:51]([O:52][CH3:53])[C@H:50]([O:55][CH2:56][CH2:57][CH2:58][CH2:59][CH2:60][CH2:61][CH2:62][CH2:63][CH2:64][CH2:65][CH2:66][CH2:67][CH2:68][CH3:69])[C@@H:49]([O:70][CH2:71][CH2:72][CH2:73][CH2:74][CH2:75][CH2:76][CH2:77][CH2:78][CH2:79][CH2:80][CH2:81][CH2:82][CH2:83][CH3:84])[C@@H:48]3[OH:85])=[O:44])=[O:19])[C:23]3[C:28](=[CH:27][CH:26]=[CH:25][CH:24]=3)[C:29]=2[CH:30]=[CH:31][CH:32]=1. The catalyst class is: 142. (7) Reactant: [F:1][C:2]1[CH:24]=[CH:23][C:5]([C:6]([N:8]2[CH2:13][CH2:12][CH:11]([C:14](=[O:22])[C:15]3[CH:20]=[CH:19][C:18]([F:21])=[CH:17][CH:16]=3)[CH2:10][CH2:9]2)=[O:7])=[CH:4][CH:3]=1.[CH2:25]1COCC1.CI. Product: [F:1][C:2]1[CH:3]=[CH:4][C:5]([C:6]([N:8]2[CH2:9][CH2:10][C:11]([C:14](=[O:22])[C:15]3[CH:16]=[CH:17][C:18]([F:21])=[CH:19][CH:20]=3)([CH3:25])[CH2:12][CH2:13]2)=[O:7])=[CH:23][CH:24]=1. The catalyst class is: 6. (8) Reactant: [C:1]([O:5][C:6]([N:8]1[CH2:13][CH2:12][CH:11]([CH2:14][O:15][C:16]2[CH:21]=[CH:20][CH:19]=[CH:18][C:17]=2[NH2:22])[CH2:10][CH2:9]1)=[O:7])([CH3:4])([CH3:3])[CH3:2].[CH3:23][N:24]=[C:25]=[S:26]. Product: [C:1]([O:5][C:6]([N:8]1[CH2:9][CH2:10][CH:11]([CH2:14][O:15][C:16]2[CH:21]=[CH:20][CH:19]=[CH:18][C:17]=2[NH:22][C:25]([NH:24][CH3:23])=[S:26])[CH2:12][CH2:13]1)=[O:7])([CH3:4])([CH3:2])[CH3:3]. The catalyst class is: 7. (9) The catalyst class is: 31. Reactant: [C:1]1([OH:7])[CH:6]=[CH:5][CH:4]=[CH:3][CH:2]=1.C([O-])([O-])=O.[K+].[K+].[Br:14][C:15]1[CH:20]=[CH:19][C:18](F)=[C:17]([N+:22]([O-:24])=[O:23])[CH:16]=1. Product: [Br:14][C:15]1[CH:20]=[CH:19][C:18]([O:7][C:1]2[CH:6]=[CH:5][CH:4]=[CH:3][CH:2]=2)=[C:17]([N+:22]([O-:24])=[O:23])[CH:16]=1.